This data is from Reaction yield outcomes from USPTO patents with 853,638 reactions. The task is: Predict the reaction yield, written as a fraction of the theoretical maximum amount of product (1.0 means a 100% yield; for example, 0.34 means a 34% yield). (1) The reactants are Cl[C:2]1[N:11]=[C:10]([NH:12][CH:13]([C:21]2[CH:26]=[CH:25][CH:24]=[CH:23][CH:22]=2)[CH2:14][C:15]2[CH:20]=[CH:19][CH:18]=[CH:17][CH:16]=2)[C:9]2[C:4](=[CH:5][CH:6]=[CH:7][CH:8]=2)[N:3]=1.[CH3:27][C:28]1[C:33](B(O)O)=[CH:32][N:31]2[CH:37]=[CH:38][N:39]=[C:30]2[CH:29]=1.C(NC1C2C(=CC=CC=2)N=C(C2SC3C=CC=CC=3C=2)N=1)(C1C=CC=CC=1)C1C=CC=CC=1. The catalyst is C(Cl)(Cl)Cl.CO. The product is [C:21]1([CH:13]([NH:12][C:10]2[C:9]3[C:4](=[CH:5][CH:6]=[CH:7][CH:8]=3)[N:3]=[C:2]([C:33]3[C:28]([CH3:27])=[CH:29][C:30]4[N:31]([CH:37]=[CH:38][N:39]=4)[CH:32]=3)[N:11]=2)[CH2:14][C:15]2[CH:20]=[CH:19][CH:18]=[CH:17][CH:16]=2)[CH:26]=[CH:25][CH:24]=[CH:23][CH:22]=1. The yield is 0.210. (2) The reactants are [Cl:1][C:2]1[CH:7]=[CH:6][C:5]([C:8]2[C:12]([CH2:13][O:14][C:15]3[CH:23]=[CH:22][C:18]([C:19]([OH:21])=O)=[CH:17][N:16]=3)=[CH:11][O:10][N:9]=2)=[CH:4][CH:3]=1.[NH2:24][C:25]([CH3:29])([CH3:28])[CH2:26][OH:27]. No catalyst specified. The product is [Cl:1][C:2]1[CH:3]=[CH:4][C:5]([C:8]2[C:12]([CH2:13][O:14][C:15]3[CH:23]=[CH:22][C:18]([C:19]([NH:24][C:25]([CH3:29])([CH3:28])[CH2:26][OH:27])=[O:21])=[CH:17][N:16]=3)=[CH:11][O:10][N:9]=2)=[CH:6][CH:7]=1. The yield is 0.450.